Dataset: Full USPTO retrosynthesis dataset with 1.9M reactions from patents (1976-2016). Task: Predict the reactants needed to synthesize the given product. (1) Given the product [NH:24]1[C:32]2=[N:31][CH:30]=[CH:29][CH:28]=[C:27]2[C:26]([CH:33]=[C:15]2[O:14][C:13]([N:10]3[CH2:9][CH2:8][CH:7]([N:4]4[CH2:5][CH2:6][O:1][CH2:2][CH2:3]4)[CH2:12][CH2:11]3)=[C:17]([C:18]([O:20][CH2:21][CH3:22])=[O:19])[C:16]2=[O:23])=[CH:25]1, predict the reactants needed to synthesize it. The reactants are: [O:1]1[CH2:6][CH2:5][N:4]([CH:7]2[CH2:12][CH2:11][N:10]([C:13]3[O:14][CH2:15][C:16](=[O:23])[C:17]=3[C:18]([O:20][CH2:21][CH3:22])=[O:19])[CH2:9][CH2:8]2)[CH2:3][CH2:2]1.[NH:24]1[C:32]2[C:27](=[CH:28][CH:29]=[CH:30][N:31]=2)[C:26]([CH:33]=O)=[CH:25]1.N1CCCCC1. (2) Given the product [Br:17][C:18]1[CH:19]=[C:20]([C:24]2([C:7]3[CH:12]=[C:11]([CH3:13])[N:10]=[C:9]([CH:14]([F:16])[F:15])[CH:8]=3)[C:32]3[C:33](=[C:34]([F:38])[CH:35]=[CH:36][CH:37]=3)[C:39]([NH2:40])=[N:25]2)[CH:21]=[CH:22][CH:23]=1, predict the reactants needed to synthesize it. The reactants are: C([Li])CCC.Br[C:7]1[CH:12]=[C:11]([CH3:13])[N:10]=[C:9]([CH:14]([F:16])[F:15])[CH:8]=1.[Br:17][C:18]1[CH:19]=[C:20](/[C:24](/[C:32]2[CH:37]=[CH:36][CH:35]=[C:34]([F:38])[C:33]=2[C:39]#[N:40])=[N:25]\S(C(C)(C)C)=O)[CH:21]=[CH:22][CH:23]=1.Cl. (3) Given the product [CH2:7]([O:9][C:10](=[O:23])[N:11]([CH2:25][C:26]1[CH:33]=[CH:32][CH:31]=[C:28]([C:29]#[N:30])[CH:27]=1)[C:12]1[CH:17]=[C:16]([Br:18])[N:15]=[C:14]([Br:19])[C:13]=1[N+:20]([O-:22])=[O:21])[CH3:8], predict the reactants needed to synthesize it. The reactants are: C(=O)([O-])[O-].[K+].[K+].[CH2:7]([O:9][C:10](=[O:23])[NH:11][C:12]1[CH:17]=[C:16]([Br:18])[N:15]=[C:14]([Br:19])[C:13]=1[N+:20]([O-:22])=[O:21])[CH3:8].Cl[CH2:25][C:26]1[CH:27]=[C:28]([CH:31]=[CH:32][CH:33]=1)[C:29]#[N:30].[I-].[Na+].